This data is from Forward reaction prediction with 1.9M reactions from USPTO patents (1976-2016). The task is: Predict the product of the given reaction. (1) Given the reactants [CH2:1]([O:3][C:4](=[O:15])[CH2:5][C@H:6]1[CH2:11][CH2:10][C@H:9]([C:12]([OH:14])=O)[CH2:8][CH2:7]1)[CH3:2].C(Cl)(=O)C(Cl)=O.[CH2:22]([NH2:24])[CH3:23].C(N(CC)CC)C, predict the reaction product. The product is: [CH2:1]([O:3][C:4](=[O:15])[CH2:5][C@H:6]1[CH2:7][CH2:8][C@H:9]([C:12]([NH:24][CH2:22][CH3:23])=[O:14])[CH2:10][CH2:11]1)[CH3:2]. (2) Given the reactants [OH:1][C:2]1[CH:7]=[CH:6][C:5]([C:8]2[C:12]3[CH:13]=[C:14]([CH2:17][O:18][C:19]4[N:24]=[CH:23][C:22]([CH:25]([C:32]#[C:33][CH3:34])[CH2:26][C:27]([O:29][CH2:30][CH3:31])=[O:28])=[CH:21][CH:20]=4)[CH:15]=[CH:16][C:11]=3[S:10][CH:9]=2)=[C:4]([CH3:35])[CH:3]=1.CC1C=CC(S(O[CH2:47][CH:48]2[CH2:52][O:51][C:50]([CH3:54])([CH3:53])[O:49]2)(=O)=O)=CC=1.C([O-])([O-])=O.[Cs+].[Cs+].O, predict the reaction product. The product is: [CH3:53][C:50]1([CH3:54])[O:49][CH:48]([CH2:47][O:1][C:2]2[CH:7]=[CH:6][C:5]([C:8]3[C:12]4[CH:13]=[C:14]([CH2:17][O:18][C:19]5[N:24]=[CH:23][C:22]([CH:25]([C:32]#[C:33][CH3:34])[CH2:26][C:27]([O:29][CH2:30][CH3:31])=[O:28])=[CH:21][CH:20]=5)[CH:15]=[CH:16][C:11]=4[S:10][CH:9]=3)=[C:4]([CH3:35])[CH:3]=2)[CH2:52][O:51]1. (3) Given the reactants [C:1]([NH:11][C@H:12]([C:25]([OH:27])=[O:26])[CH2:13][CH2:14][CH2:15][CH2:16][NH:17][C:18]([O:20][C:21]([CH3:24])([CH3:23])[CH3:22])=[O:19])([O:3][CH2:4][C:5]1[CH:10]=[CH:9][CH:8]=[CH:7][CH:6]=1)=[O:2].C(=O)([O-])[O-].[Ca+2].C(OCC)(=O)C.O.[CH2:40](Br)[C:41]1[CH:46]=[CH:45][CH:44]=[CH:43][CH:42]=1, predict the reaction product. The product is: [CH2:40]([O:26][C:25](=[O:27])[C@H:12]([CH2:13][CH2:14][CH2:15][CH2:16][NH:17][C:18]([O:20][C:21]([CH3:23])([CH3:24])[CH3:22])=[O:19])[NH:11][C:1]([O:3][CH2:4][C:5]1[CH:6]=[CH:7][CH:8]=[CH:9][CH:10]=1)=[O:2])[C:41]1[CH:46]=[CH:45][CH:44]=[CH:43][CH:42]=1. (4) The product is: [CH:35]1([NH:34][C:22]2[C:21]3([CH2:20][CH2:19][N:18]([CH2:17][C:16]4[CH:15]=[C:14]([CH:45]=[CH:44][CH:43]=4)[O:13][CH2:12][CH2:53][CH2:52][CH2:51][NH:48][S:2]([CH3:1])(=[O:4])=[O:3])[CH2:42][CH2:41]3)[N:25]([C:26]3[CH:31]=[CH:30][CH:29]=[C:28]([F:32])[CH:27]=3)[C:24](=[O:33])[N:23]=2)[CH2:36][CH2:37][CH2:38][CH2:39][CH2:40]1. Given the reactants [CH3:1][S:2](Cl)(=[O:4])=[O:3].NCCCCC[CH2:12][O:13][C:14]1[CH:15]=[C:16]([CH:43]=[CH:44][CH:45]=1)[CH2:17][N:18]1[CH2:42][CH2:41][C:21]2([N:25]([C:26]3[CH:31]=[CH:30][CH:29]=[C:28]([F:32])[CH:27]=3)[C:24](=[O:33])[N:23]=[C:22]2[NH:34][CH:35]2[CH2:40][CH2:39][CH2:38][CH2:37][CH2:36]2)[CH2:20][CH2:19]1.CC[N:48]([CH2:51][CH3:52])CC.[CH2:53](Cl)Cl, predict the reaction product. (5) The product is: [Br:17][C:18]1[N:19]=[CH:20][C:21]2[CH:13]=[C:12]([CH:11]([O:14][CH2:15][CH3:16])[O:10][CH2:8][CH3:9])[N:24]([S:25]([CH3:28])(=[O:27])=[O:26])[C:22]=2[CH:23]=1. Given the reactants C(N(CC)CC)C.[CH2:8]([O:10][CH:11]([O:14][CH2:15][CH3:16])[C:12]#[CH:13])[CH3:9].[Br:17][C:18]1[CH:23]=[C:22]([NH:24][S:25]([CH3:28])(=[O:27])=[O:26])[C:21](I)=[CH:20][N:19]=1, predict the reaction product.